From a dataset of Full USPTO retrosynthesis dataset with 1.9M reactions from patents (1976-2016). Predict the reactants needed to synthesize the given product. (1) Given the product [C:1]([O:4][CH2:5][C@H:6]1[O:19][CH2:18][CH:17]=[CH:12][C@H:7]1[O:8][C:9](=[O:11])[CH3:10])(=[O:3])[CH3:2], predict the reactants needed to synthesize it. The reactants are: [C:1]([O:4][CH2:5][C@H:6]1[O:19][CH:18]=[CH:17][C@@H:12](OC(=O)C)[C@H:7]1[O:8][C:9](=[O:11])[CH3:10])(=[O:3])[CH3:2].[SiH](CC)(CC)CC.B(F)(F)F.CCOCC.C([O-])(O)=O.[Na+]. (2) Given the product [NH2:54][C:51]1[CH:50]=[CH:49][C:48]([O:47][C:46]2[C:45]([Br:57])=[CH:44][C:36]([O:37][CH2:38][C:39]([O:41][CH2:42][CH3:43])=[O:40])=[CH:35][C:34]=2[Br:33])=[CH:53][CH:52]=1, predict the reactants needed to synthesize it. The reactants are: BrCC(OCC)=O.BrC1C=C(O)C=C(Br)C=1OC1C=CC([N+]([O-])=O)=CC=1.C(=O)([O-])[O-].[K+].[K+].[Br:33][C:34]1[CH:35]=[C:36]([CH:44]=[C:45]([Br:57])[C:46]=1[O:47][C:48]1[CH:53]=[CH:52][C:51]([N+:54]([O-])=O)=[CH:50][CH:49]=1)[O:37][CH2:38][C:39]([O:41][CH2:42][CH3:43])=[O:40].[Sn](Cl)Cl. (3) Given the product [CH3:1][O:2][C:3]1[CH:4]=[CH:5][C:6]([CH2:7][N:8]2[C:12]3=[N:13][CH:14]=[CH:15][C:16]([NH:17][C:18]4[CH:19]=[CH:20][C:21]([C:22]([OH:24])=[O:23])=[CH:26][CH:27]=4)=[C:11]3[C:10]([NH:28][C@@H:29]3[CH2:33][CH2:32][N:31]([C:34](=[O:37])[CH2:35][CH3:36])[CH2:30]3)=[N:9]2)=[CH:38][CH:39]=1, predict the reactants needed to synthesize it. The reactants are: [CH3:1][O:2][C:3]1[CH:39]=[CH:38][C:6]([CH2:7][N:8]2[C:12]3=[N:13][CH:14]=[CH:15][C:16]([NH:17][C:18]4[CH:27]=[CH:26][C:21]([C:22]([O:24]C)=[O:23])=[CH:20][CH:19]=4)=[C:11]3[C:10]([NH:28][C@@H:29]3[CH2:33][CH2:32][N:31]([C:34](=[O:37])[CH2:35][CH3:36])[CH2:30]3)=[N:9]2)=[CH:5][CH:4]=1.[OH-].[Na+].Cl.